Dataset: Full USPTO retrosynthesis dataset with 1.9M reactions from patents (1976-2016). Task: Predict the reactants needed to synthesize the given product. (1) Given the product [CH2:1]([O:3][C:4]([C:6]1[CH:7]=[C:8]2[C:13](=[CH:14][CH:15]=1)[N:12]=[CH:11][C:10]([C:16]#[N:17])=[C:9]2[C:19]1[CH:24]=[CH:23][CH:22]=[CH:21][CH:20]=1)=[O:5])[CH3:2], predict the reactants needed to synthesize it. The reactants are: [CH2:1]([O:3][C:4]([C:6]1[CH:7]=[C:8]2[C:13](=[CH:14][CH:15]=1)[N:12]=[CH:11][C:10]([C:16]#[N:17])=[C:9]2Cl)=[O:5])[CH3:2].[C:19]1(B(O)O)[CH:24]=[CH:23][CH:22]=[CH:21][CH:20]=1.C(=O)([O-])[O-].[Na+].[Na+]. (2) Given the product [F:53][C:54]([F:59])([F:58])[C:55]([OH:57])=[O:56].[Cl:1][C:2]1[CH:3]=[C:4]([CH:21]([O:23][CH2:24][C:25]2([C:38]3[CH:39]=[CH:40][C:41]([F:44])=[CH:42][CH:43]=3)[CH2:26][CH2:27][N:28]([CH3:31])[CH2:29][CH2:30]2)[CH3:22])[C:5]2[N:9]([CH3:10])[C:8](=[O:11])[NH:7][C:6]=2[CH:20]=1, predict the reactants needed to synthesize it. The reactants are: [Cl:1][C:2]1[CH:3]=[C:4]([CH:21]([O:23][CH2:24][C:25]2([C:38]3[CH:43]=[CH:42][C:41]([F:44])=[CH:40][CH:39]=3)[CH2:30][CH2:29][N:28]([C:31](OC(C)(C)C)=O)[CH2:27][CH2:26]2)[CH3:22])[C:5]2[N:9]([CH3:10])[C:8](=[O:11])[N:7](COCC[Si](C)(C)C)[C:6]=2[CH:20]=1.C([BH3-])#N.[Na+].C(O)(=O)C.[F:53][C:54]([F:59])([F:58])[C:55]([OH:57])=[O:56]. (3) Given the product [O:8]1[C:9]2[CH:15]=[CH:14][C:13]([NH:16][S:31]([C:26]3[C:25]([C:35]4[CH:36]=[CH:37][CH:38]=[CH:39][CH:40]=4)=[CH:30][CH:29]=[CH:28][CH:27]=3)(=[O:33])=[O:32])=[CH:12][C:10]=2[CH2:11][NH:5][CH2:6][CH2:7]1, predict the reactants needed to synthesize it. The reactants are: FC(F)(F)C([N:5]1[CH2:11][C:10]2[CH:12]=[C:13]([NH2:16])[CH:14]=[CH:15][C:9]=2[O:8][CH2:7][CH2:6]1)=O.N1C=CC=CC=1.[C:25]1([C:35]2[CH:40]=[CH:39][CH:38]=[CH:37][CH:36]=2)[C:26]([S:31](Cl)(=[O:33])=[O:32])=[CH:27][CH:28]=[CH:29][CH:30]=1.[OH-].[Na+]. (4) Given the product [O:25]=[C:22]([N:19]1[CH2:20][CH2:21][C:16](=[C:14]2[C:13]3[CH:12]=[CH:11][CH:10]=[CH:9][C:8]=3[S:7][C:6]3[C:15]2=[CH:2][CH:3]=[CH:4][CH:5]=3)[CH2:17][CH2:18]1)[CH2:23][NH:24][C:34](=[O:35])[O:36][CH2:37][CH3:38], predict the reactants needed to synthesize it. The reactants are: Cl.[CH:2]1[C:15]2[C:14](=[C:16]3[CH2:21][CH2:20][N:19]([C:22](=[O:25])[CH2:23][NH2:24])[CH2:18][CH2:17]3)[C:13]3[C:8](=[CH:9][CH:10]=[CH:11][CH:12]=3)[S:7][C:6]=2[CH:5]=[CH:4][CH:3]=1.C(N(CC)CC)C.Cl[C:34]([O:36][CH2:37][CH3:38])=[O:35].